This data is from Forward reaction prediction with 1.9M reactions from USPTO patents (1976-2016). The task is: Predict the product of the given reaction. (1) Given the reactants Br[C:2]1[CH:3]=[C:4]([C:18]([O:20][C:21]([CH3:24])([CH3:23])[CH3:22])=[O:19])[C:5]2[C:6]3[CH:16]4[NH:17][CH:13]([CH2:14][CH2:15]4)[CH2:12][C:7]=3[N:8]([CH3:11])[C:9]=2[CH:10]=1.[Na+].[C:26]1([S:32]([O-:34])=[O:33])[CH:31]=[CH:30][CH:29]=[CH:28][CH:27]=1, predict the reaction product. The product is: [C:26]1([S:32]([C:2]2[CH:3]=[C:4]([C:18]([O:20][C:21]([CH3:24])([CH3:23])[CH3:22])=[O:19])[C:5]3[C:6]4[CH:16]5[NH:17][CH:13]([CH2:14][CH2:15]5)[CH2:12][C:7]=4[N:8]([CH3:11])[C:9]=3[CH:10]=2)(=[O:34])=[O:33])[CH:31]=[CH:30][CH:29]=[CH:28][CH:27]=1. (2) Given the reactants [Cl:1][C:2]1[CH:3]=[C:4]([NH:16][C:17]2[C:26]3[C:21](=[CH:22][CH:23]=[CH:24][C:25]=3[O:27][C@@H:28]([CH3:33])[C:29](OC)=[O:30])[N:20]=[CH:19][N:18]=2)[CH:5]=[CH:6][C:7]=1[O:8][CH2:9][C:10]1[CH:15]=[CH:14][CH:13]=[CH:12][N:11]=1.[OH:34][CH2:35][C@@H:36]1[CH2:40][CH2:39][CH2:38][NH:37]1, predict the reaction product. The product is: [Cl:1][C:2]1[CH:3]=[C:4]([NH:16][C:17]2[C:26]3[C:21](=[CH:22][CH:23]=[CH:24][C:25]=3[O:27][C@@H:28]([CH3:33])[C:29]([N:37]3[CH2:38][CH2:39][CH2:40][C@H:36]3[CH2:35][OH:34])=[O:30])[N:20]=[CH:19][N:18]=2)[CH:5]=[CH:6][C:7]=1[O:8][CH2:9][C:10]1[CH:15]=[CH:14][CH:13]=[CH:12][N:11]=1. (3) The product is: [Br:14][C:10]1[CH:9]=[C:8]2[C:13](=[CH:12][CH:11]=1)[N:5]([CH2:4][C:3]1[CH:17]=[CH:18][CH:19]=[CH:20][C:2]=1[Cl:1])[C:6](=[O:16])[C:7]2([OH:15])[CH2:24][N+:21]([O-:23])=[O:22]. Given the reactants [Cl:1][C:2]1[CH:20]=[CH:19][CH:18]=[CH:17][C:3]=1[CH2:4][N:5]1[C:13]2[C:8](=[CH:9][C:10]([Br:14])=[CH:11][CH:12]=2)[C:7](=[O:15])[C:6]1=[O:16].[N+:21]([CH3:24])([O-:23])=[O:22], predict the reaction product. (4) Given the reactants [CH:1]1([C:4]2[N:8]=[C:7]([C:9]3[N:10]=[CH:11][N:12]4[C:18]=3[CH2:17][NH:16][C:15](=O)[C:14]3[CH:20]=[C:21]([Br:24])[CH:22]=[CH:23][C:13]4=3)[O:6][N:5]=2)[CH2:3][CH2:2]1.CN(C)C1C=CC(C)=CC=1.P(Cl)(Cl)([Cl:37])=O, predict the reaction product. The product is: [Cl:37][C:15]1[C:14]2[CH:20]=[C:21]([Br:24])[CH:22]=[CH:23][C:13]=2[N:12]2[C:18]([CH2:17][N:16]=1)=[C:9]([C:7]1[O:6][N:5]=[C:4]([CH:1]3[CH2:3][CH2:2]3)[N:8]=1)[N:10]=[CH:11]2.